From a dataset of Reaction yield outcomes from USPTO patents with 853,638 reactions. Predict the reaction yield, written as a fraction of the theoretical maximum amount of product (1.0 means a 100% yield; for example, 0.34 means a 34% yield). (1) The reactants are [O:1]=[C:2]1[CH2:7][CH2:6][CH:5]([C:8]([O:10][CH2:11][CH3:12])=[O:9])[C:4]([C:13]2[CH:18]=[CH:17][CH:16]=[CH:15][CH:14]=2)=[CH:3]1.[BH4-].[Na+].Cl. The catalyst is CO. The product is [OH:1][CH:2]1[CH2:7][CH2:6][CH:5]([C:8]([O:10][CH2:11][CH3:12])=[O:9])[C:4]([C:13]2[CH:14]=[CH:15][CH:16]=[CH:17][CH:18]=2)=[CH:3]1. The yield is 1.00. (2) The reactants are Br[C:2]1[C:3]([CH2:11][OH:12])=[CH:4][C:5]2[O:9][CH2:8][O:7][C:6]=2[CH:10]=1.[Li]CCCC.[CH2:18]([N:23]1[C:31]2[C:26](=[CH:27][CH:28]=[CH:29][CH:30]=2)[C:25](=[O:32])[C:24]1=[O:33])[CH2:19][CH2:20][CH2:21][CH3:22]. The catalyst is C1COCC1. The product is [OH:32][C:25]1([C:2]2[C:3]([CH2:11][OH:12])=[CH:4][C:5]3[O:9][CH2:8][O:7][C:6]=3[CH:10]=2)[C:26]2[C:31](=[CH:30][CH:29]=[CH:28][CH:27]=2)[N:23]([CH2:18][CH2:19][CH2:20][CH2:21][CH3:22])[C:24]1=[O:33]. The yield is 0.250.